From a dataset of Reaction yield outcomes from USPTO patents with 853,638 reactions. Predict the reaction yield, written as a fraction of the theoretical maximum amount of product (1.0 means a 100% yield; for example, 0.34 means a 34% yield). (1) The reactants are [N:1]1([C:7]2[C:8]3[S:28][C:27]([CH2:29][N:30]4[CH2:35][CH2:34][N:33]([C:36]([CH3:41])([CH3:40])[C:37]([NH2:39])=[O:38])[CH2:32][CH2:31]4)=[CH:26][C:9]=3[N:10]=[C:11]([Sn](CCCC)(CCCC)CCCC)[N:12]=2)[CH2:6][CH2:5][O:4][CH2:3][CH2:2]1.Br[C:43]1[N:48]2[CH:49]=[C:50]([CH3:52])[N:51]=[C:47]2[CH:46]=[CH:45][CH:44]=1. The catalyst is O1CCOCC1.C1C=CC([P]([Pd]([P](C2C=CC=CC=2)(C2C=CC=CC=2)C2C=CC=CC=2)([P](C2C=CC=CC=2)(C2C=CC=CC=2)C2C=CC=CC=2)[P](C2C=CC=CC=2)(C2C=CC=CC=2)C2C=CC=CC=2)(C2C=CC=CC=2)C2C=CC=CC=2)=CC=1.S1C=CC=C1C([O-])=O.[Cu+]. The product is [CH3:41][C:36]([N:33]1[CH2:34][CH2:35][N:30]([CH2:29][C:27]2[S:28][C:8]3[C:7]([N:1]4[CH2:2][CH2:3][O:4][CH2:5][CH2:6]4)=[N:12][C:11]([C:43]4[N:48]5[CH:49]=[C:50]([CH3:52])[N:51]=[C:47]5[CH:46]=[CH:45][CH:44]=4)=[N:10][C:9]=3[CH:26]=2)[CH2:31][CH2:32]1)([CH3:40])[C:37]([NH2:39])=[O:38]. The yield is 0.470. (2) The reactants are [Br:1][C:2]1[C:3]([C:7]2[CH:12]=[CH:11][N:10]=[C:9]([C:13]([F:16])([F:15])[F:14])[N:8]=2)=[N:4][NH:5][CH:6]=1.[H-].[Na+].[CH3:19][N:20]([CH3:25])[S:21](Cl)(=[O:23])=[O:22]. The catalyst is CN(C=O)C. The product is [CH3:19][N:20]([CH3:25])[S:21]([N:5]1[CH:6]=[C:2]([Br:1])[C:3]([C:7]2[CH:12]=[CH:11][N:10]=[C:9]([C:13]([F:16])([F:14])[F:15])[N:8]=2)=[N:4]1)(=[O:23])=[O:22]. The yield is 0.780. (3) The reactants are [F:1][C:2]1[CH:3]=[C:4]([CH3:10])[C:5]([NH:8][NH2:9])=[N:6][CH:7]=1.[CH3:11][N:12]1[CH2:16][CH2:15][CH2:14][C@H:13]1[C:17](O)=[O:18].C1C=CC2N(O)N=NC=2C=1.C(Cl)CCl. The catalyst is C(Cl)Cl. The product is [F:1][C:2]1[CH:3]=[C:4]([CH3:10])[C:5]([NH:8][NH:9][C:17]([C@@H:13]2[CH2:14][CH2:15][CH2:16][N:12]2[CH3:11])=[O:18])=[N:6][CH:7]=1. The yield is 0.560. (4) The reactants are Br[C:2]1[N:7]=[C:6]2[S:8][C:9]([N:11]=[C:12](SC)SC)=[N:10][C:5]2=[N:4][CH:3]=1.Cl.Cl.[NH2:19][CH2:20][C@@:21]1([OH:29])[CH:26]2[CH2:27][CH2:28][N:23]([CH2:24][CH2:25]2)[CH2:22]1.C(=O)([O-])[O-].[Cs+].[Cs+].[CH3:36][S-:37].[Na+]. The catalyst is CN(C=O)C.O. The product is [CH3:36][S:37][C:2]1[N:7]=[C:6]2[S:8][C:9]([NH:11][C:12]3[O:29][C@:21]4([CH2:20][N:19]=3)[CH:26]3[CH2:25][CH2:24][N:23]([CH2:28][CH2:27]3)[CH2:22]4)=[N:10][C:5]2=[N:4][CH:3]=1. The yield is 0.460. (5) The reactants are [Cl:1][C:2]1[CH:30]=[CH:29][C:5]([CH2:6][O:7][C:8]2[C:9]([O:25][CH2:26][CH2:27][F:28])=[C:10]([CH:14]([C:16]3[C:24]4[C:19](=[N:20][CH:21]=[CH:22][CH:23]=4)[NH:18][CH:17]=3)[OH:15])[CH:11]=[CH:12][CH:13]=2)=[C:4]([F:31])[CH:3]=1.CC(OI1(OC(C)=O)(OC(C)=O)OC(=O)C2C=CC=CC1=2)=O. The catalyst is O1CCCC1. The product is [Cl:1][C:2]1[CH:30]=[CH:29][C:5]([CH2:6][O:7][C:8]2[C:9]([O:25][CH2:26][CH2:27][F:28])=[C:10]([C:14]([C:16]3[C:24]4[C:19](=[N:20][CH:21]=[CH:22][CH:23]=4)[NH:18][CH:17]=3)=[O:15])[CH:11]=[CH:12][CH:13]=2)=[C:4]([F:31])[CH:3]=1. The yield is 0.200. (6) The reactants are [NH:1]1[C:11]2[C:6](=[CH:7][CH:8]=[CH:9][CH:10]=2)[C:4](=[O:5])[C:2]1=[O:3].[H-].[Na+].[Cl:14][C:15]1[S:16][C:17]([CH2:20]Cl)=[CH:18][CH:19]=1. The catalyst is O1CCOCC1. The product is [Cl:14][C:15]1[S:16][C:17]([CH2:20][N:1]2[C:11]3[C:6](=[CH:7][CH:8]=[CH:9][CH:10]=3)[C:4](=[O:5])[C:2]2=[O:3])=[CH:18][CH:19]=1. The yield is 0.220. (7) The reactants are [OH:1][CH2:2][CH:3]([CH2:6][OH:7])[CH2:4][OH:5].[O:8]1[CH2:13][CH2:12][C:11](=O)[CH2:10][CH2:9]1.C1C=CC=CC=1. The catalyst is O.C1(C)C=CC(S(O)(=O)=O)=CC=1.C(N(CC)CC)C. The product is [O:1]1[C:11]2([CH2:12][CH2:13][O:8][CH2:9][CH2:10]2)[O:5][CH2:4][CH:3]([CH2:6][OH:7])[CH2:2]1. The yield is 0.649.